This data is from Full USPTO retrosynthesis dataset with 1.9M reactions from patents (1976-2016). The task is: Predict the reactants needed to synthesize the given product. (1) Given the product [Cl:7][C:8]1[CH:9]=[C:10](/[CH:19]=[C:20](/[C:22]2[CH:26]=[C:25]([CH3:27])[N:24]([CH2:31][C:32]3[CH:33]=[CH:34][C:35]([N:38]([CH2:40][C:41]4[CH:46]=[CH:45][C:44]([O:47][CH3:48])=[C:43]([O:49][CH3:50])[CH:42]=4)[CH3:39])=[N:36][CH:37]=3)[N:23]=2)\[F:21])[CH:11]=[CH:12][C:13]=1[O:14][C:15]([F:16])([F:17])[F:18], predict the reactants needed to synthesize it. The reactants are: CC(C)([O-])C.[K+].[Cl:7][C:8]1[CH:9]=[C:10](/[CH:19]=[C:20](/[C:22]2[CH:26]=[C:25]([CH3:27])[NH:24][N:23]=2)\[F:21])[CH:11]=[CH:12][C:13]=1[O:14][C:15]([F:18])([F:17])[F:16].Cl.Cl.Cl[CH2:31][C:32]1[CH:33]=[CH:34][C:35]([N:38]([CH2:40][C:41]2[CH:46]=[CH:45][C:44]([O:47][CH3:48])=[C:43]([O:49][CH3:50])[CH:42]=2)[CH3:39])=[N:36][CH:37]=1.O. (2) Given the product [CH:1]1([NH:4][C:5]([NH:6][C:7]2[CH:8]=[CH:9][C:10]([C:13]3[N:14]=[C:15]([N:29]4[CH2:34][CH2:33][O:32][CH2:31][C@@H:30]4[CH3:35])[C:16]4[CH2:21][NH:20][CH2:19][C:17]=4[N:18]=3)=[CH:11][CH:12]=2)=[O:36])[CH2:2][CH2:3]1, predict the reactants needed to synthesize it. The reactants are: [CH:1]1([NH:4][C:5](=[O:36])[NH:6][C:7]2[CH:12]=[CH:11][C:10]([C:13]3[N:14]=[C:15]([N:29]4[CH2:34][CH2:33][O:32][CH2:31][C@@H:30]4[CH3:35])[C:16]4[CH2:21][N:20](C(OC(C)(C)C)=O)[CH2:19][C:17]=4[N:18]=3)=[CH:9][CH:8]=2)[CH2:3][CH2:2]1.C(O)(C(F)(F)F)=O.CC1C=CC(S(O)(=O)=O)=CC=1. (3) The reactants are: [CH3:1][O:2][CH2:3][CH2:4][O:5][CH2:6][CH:7]1[CH2:11][CH:10](OS(C2C=CC(C)=CC=2)(=O)=O)[CH2:9][N:8]1[C:23]([O:25][C:26]([CH3:29])([CH3:28])[CH3:27])=[O:24].[CH3:30][N:31](C=O)C. Given the product [C:30]([C@H:10]1[CH2:9][N:8]([C:23]([O:25][C:26]([CH3:27])([CH3:28])[CH3:29])=[O:24])[C@H:7]([CH2:6][O:5][CH2:4][CH2:3][O:2][CH3:1])[CH2:11]1)#[N:31], predict the reactants needed to synthesize it. (4) Given the product [CH3:1][O:2][C:3]1[CH:8]=[CH:7][C:6]([N:9]([C:11]2[C:20]3[C:15](=[CH:16][CH:17]=[CH:18][CH:19]=3)[N:14]=[C:13]([C:21]([OH:23])=[O:22])[N:12]=2)[CH3:10])=[CH:5][CH:4]=1, predict the reactants needed to synthesize it. The reactants are: [CH3:1][O:2][C:3]1[CH:8]=[CH:7][C:6]([N:9]([C:11]2[C:20]3[C:15](=[CH:16][CH:17]=[CH:18][CH:19]=3)[N:14]=[C:13]([C:21]([O:23]CC)=[O:22])[N:12]=2)[CH3:10])=[CH:5][CH:4]=1.[OH-].[Na+]. (5) Given the product [CH2:12]([N:9]1[C:10]2[C:5](=[CH:4][C:3]([CH3:17])=[C:2]([C:19]3[C:20]([F:30])=[C:21]([CH:24]=[C:25]([F:29])[C:26]=3[O:27][CH3:28])[CH:22]=[O:23])[CH:11]=2)[C:6]([CH3:16])([CH3:15])[CH2:7][C:8]1=[O:14])[CH3:13], predict the reactants needed to synthesize it. The reactants are: Br[C:2]1[CH:11]=[C:10]2[C:5]([C:6]([CH3:16])([CH3:15])[CH2:7][C:8](=[O:14])[N:9]2[CH2:12][CH3:13])=[CH:4][C:3]=1[CH3:17].Br[C:19]1[C:20]([F:30])=[C:21]([CH:24]=[C:25]([F:29])[C:26]=1[O:27][CH3:28])[CH:22]=[O:23]. (6) Given the product [C:1]([O:5][C:6]([NH:8][CH2:9][C@@H:10]([CH3:14])[CH2:11][OH:12])=[O:7])([CH3:4])([CH3:3])[CH3:2], predict the reactants needed to synthesize it. The reactants are: [C:1]([O:5][C:6]([NH:8][CH2:9][C@@H:10]([CH3:14])[C:11](O)=[O:12])=[O:7])([CH3:4])([CH3:3])[CH3:2].S(C)C.B.C1COCC1.O. (7) Given the product [OH:37][C:35]([CH3:38])([CH3:36])[CH2:34][N:32]1[CH:33]=[C:29]([C:26]2[CH:27]=[CH:28][C:23]([C:2]3[C:11]4[C:6](=[CH:7][CH:8]=[C:9]([N:12]5[C:20]6[C:15](=[CH:16][CH:17]=[CH:18][CH:19]=6)[CH2:14][C:13]5=[O:21])[CH:10]=4)[CH:5]=[N:4][CH:3]=3)=[CH:24][CH:25]=2)[CH:30]=[N:31]1, predict the reactants needed to synthesize it. The reactants are: Cl[C:2]1[C:11]2[C:6](=[CH:7][CH:8]=[C:9]([N:12]3[C:20]4[C:15](=[CH:16][CH:17]=[CH:18][CH:19]=4)[CH2:14][C:13]3=[O:21])[CH:10]=2)[CH:5]=[N:4][CH:3]=1.Br[C:23]1[CH:28]=[CH:27][C:26]([C:29]2[CH:30]=[N:31][N:32]([CH2:34][C:35]([CH3:38])([OH:37])[CH3:36])[CH:33]=2)=[CH:25][CH:24]=1.[O-]P([O-])([O-])=O.[K+].[K+].[K+].